From a dataset of Reaction yield outcomes from USPTO patents with 853,638 reactions. Predict the reaction yield, written as a fraction of the theoretical maximum amount of product (1.0 means a 100% yield; for example, 0.34 means a 34% yield). The reactants are O[CH2:2][CH2:3][CH2:4][CH2:5][C:6]([O:8][CH2:9][C:10]1[CH:15]=[CH:14][CH:13]=[CH:12][CH:11]=1)=[O:7].C(N(CC)CC)C.[CH3:23][S:24](Cl)(=[O:26])=[O:25]. The catalyst is ClCCl. The product is [CH3:23][S:24]([CH2:2][CH2:3][CH2:4][CH2:5][C:6]([O:8][CH2:9][C:10]1[CH:15]=[CH:14][CH:13]=[CH:12][CH:11]=1)=[O:7])(=[O:26])=[O:25]. The yield is 0.500.